Regression. Given a target protein amino acid sequence and a drug SMILES string, predict the binding affinity score between them. We predict pIC50 (pIC50 = -log10(IC50 in M); higher means more potent). Dataset: bindingdb_ic50. From a dataset of Drug-target binding data from BindingDB using IC50 measurements. (1) The drug is C#CCOCCOCCOCCNc1nc(N2CCN(C(=O)[C@H](CCCCN)n3cc([C@@H](N)CC(C)C)nn3)CC2)nc(N2CCN(C(=O)[C@H](CCCCN)n3cc([C@@H](N)C(C)CC)nn3)CC2)n1.Cl. The target protein sequence is MAESELMHIHSLAEHYLQYVLQVPAFESAPSQACRVLQRVAFSVQKEVEKNLKSYLDDFHVESIDTARIIFNQVMEKEFEDGIINWGRIVTIFAFGGVLLKKLPQEQIALDVCAYKQVSSFVAEFIMNNTGEWIRQNGGWEDGFIKKFEPKSGWLTFLQMTGQIWEMLFLLK. The pIC50 is 4.7. (2) The compound is COc1ccc(CN2CCc3sc(/C=C4/C(=O)N5C(C(=O)[O-])=CS[C@H]45)cc3C2)cc1. The target protein (P52663) has sequence MSLNVKQSRIAILFSSCLISISFFSQANTKGIDEIKNLETDFNGRIGVYALDTGSGKSFSYRANERFPLCSSFKGFLAAAVLKGSQDNRLNLNQIVNYNTRSLEFHSPITTKYKDNGMSLGDMAAAALQYSDNGATNIILERYIGGPEGMTKFMRSIGDEDFRLDRWELDLNTAIPGDERDTSTPAAVAKSLKTLALGNILSEHEKETYQTWLKGNTTGAARIRASVPSDWVVGDKTGSCGAYGTANDYAVVWPKNRAPLIISVYTTKNEKEAKHEDKVIAEASRIAIDNLK. The pIC50 is 7.6. (3) The compound is Cn1c(-c2ccccc2)cc2onc(-c3cccnc3)c2c1=O. The target protein (P35400) has sequence MVQLGKLLRVLTLMKFPCCVLEVLLCVLAAAARGQEMYAPHSIRIEGDVTLGGLFPVHAKGPSGVPCGDIKRENGIHRLEAMLYALDQINSDPNLLPNVTLGARILDTCSRDTYALEQSLTFVQALIQKDTSDVRCTNGEPPVFVKPEKVVGVIGASGSSVSIMVANILRLFQIPQISYASTAPELSDDRRYDFFSRVVPPDSFQAQAMVDIVKALGWNYVSTLASEGSYGEKGVESFTQISKEAGGLCIAQSVRIPQERKDRTIDFDRIIKQLLDTPNSRAVVIFANDEDIKQILAAAKRADQVGHFLWVGSDSWGSKINPLHQHEDIAEGAITIQPKRATVEGFDAYFTSRTLENNRRNVWFAEYWEENFNCKLTISGSKKEDTDRKCTGQERIGKDSNYEQEGKVQFVIDAVYAMAHALHHMNKDLCADYRGVCPEMEQAGGKKLLKYIRHVNFNGSAGTPVMFNKNGDAPGRYDIFQYQTTNTTNPGYRLIGQWTD.... The pIC50 is 6.6.